From a dataset of Forward reaction prediction with 1.9M reactions from USPTO patents (1976-2016). Predict the product of the given reaction. (1) Given the reactants Br[C:2]1[CH:3]=[C:4]([CH:28]=[CH:29][CH:30]=1)/[CH:5]=[C:6]1\[CH2:7][CH2:8][C:9]2[N:10]([S:18]([C:21]3[CH:27]=[CH:26][C:24]([CH3:25])=[CH:23][CH:22]=3)(=[O:20])=[O:19])[C:11]([C:14]([O:16][CH3:17])=[O:15])=[CH:12][C:13]\1=2.[OH:31][CH2:32][C:33]1[CH:38]=[CH:37][C:36](B(O)O)=[CH:35][CH:34]=1, predict the reaction product. The product is: [OH:31][CH2:32][C:33]1[CH:38]=[CH:37][C:36]([C:2]2[CH:30]=[CH:29][CH:28]=[C:4]([CH2:5][CH:6]3[C:13]4[CH:12]=[C:11]([C:14]([O:16][CH3:17])=[O:15])[NH:10][C:9]=4[CH2:8][CH2:7]3)[CH:3]=2)=[CH:35][CH:34]=1.[OH:31][CH2:32][C:33]1[CH:38]=[CH:37][C:36]([C:29]2[CH:30]=[CH:2][CH:3]=[C:4](/[CH:5]=[C:6]3\[CH2:7][CH2:8][C:9]4[N:10]([S:18]([C:21]5[CH:27]=[CH:26][C:24]([CH3:25])=[CH:23][CH:22]=5)(=[O:19])=[O:20])[C:11]([C:14]([O:16][CH3:17])=[O:15])=[CH:12][C:13]\3=4)[CH:28]=2)=[CH:35][CH:34]=1. (2) The product is: [CH:1]1([C:5]2[N:9]3[CH:10]=[CH:11][N:12]=[C:13]([NH2:14])[C:8]3=[C:7]([C:32]#[C:31][C:25]3[CH:30]=[CH:29][CH:28]=[CH:27][CH:26]=3)[N:6]=2)[CH2:4][CH2:3][CH2:2]1. Given the reactants [CH:1]1([C:5]2[N:9]3[CH:10]=[CH:11][N:12]=[C:13]([NH2:14])[C:8]3=[C:7](I)[N:6]=2)[CH2:4][CH2:3][CH2:2]1.N#N.C(N(CC)CC)C.[C:25]1([C:31]#[CH:32])[CH:30]=[CH:29][CH:28]=[CH:27][CH:26]=1, predict the reaction product. (3) Given the reactants [CH3:1][CH:2]1[C:10]2[C:5](=[CH:6][CH:7]=[CH:8][CH:9]=2)[NH:4][C:3]1=[O:11].CN(C)CCN.C([Li])CCC.CC1C=CC(S(O[CH2:34][C:35]2[CH:36]=[N:37][CH:38]=[N:39][CH:40]=2)(=O)=O)=CC=1, predict the reaction product. The product is: [CH3:1][C:2]1([CH2:34][C:35]2[CH:36]=[N:37][CH:38]=[N:39][CH:40]=2)[C:10]2[C:5](=[CH:6][CH:7]=[CH:8][CH:9]=2)[NH:4][C:3]1=[O:11]. (4) Given the reactants [C:1]([O:7][CH2:8][CH3:9])(=[O:6])[CH2:2][C:3]([O-:5])=O.C([Li])CCC.[Cl:15][C:16]1[CH:21]=[CH:20][C:19]([C:22]2[CH:27]=[CH:26][C:25](C(Cl)=O)=[CH:24][CH:23]=2)=[CH:18][CH:17]=1.Cl, predict the reaction product. The product is: [Cl:15][C:16]1[CH:17]=[CH:18][C:19]([C:22]2[CH:27]=[CH:26][C:25]([C:3](=[O:5])[CH2:2][C:1]([O:7][CH2:8][CH3:9])=[O:6])=[CH:24][CH:23]=2)=[CH:20][CH:21]=1. (5) Given the reactants [CH3:1][N:2]1[C:6]([C:7]2[CH:8]=[C:9]3[C:13](=[CH:14][CH:15]=2)[C:12](=[O:16])[N:11]([C@@H:17]([CH2:30][C:31]2[CH:36]=[CH:35][CH:34]=[C:33]([F:37])[CH:32]=2)[CH2:18][N:19]2C(=O)C4C(=CC=CC=4)C2=O)[CH2:10]3)=[CH:5][CH:4]=[N:3]1.CO.O1CCCC1.NN, predict the reaction product. The product is: [NH2:19][CH2:18][C@@H:17]([N:11]1[CH2:10][C:9]2[C:13](=[CH:14][CH:15]=[C:7]([C:6]3[N:2]([CH3:1])[N:3]=[CH:4][CH:5]=3)[CH:8]=2)[C:12]1=[O:16])[CH2:30][C:31]1[CH:36]=[CH:35][CH:34]=[C:33]([F:37])[CH:32]=1. (6) Given the reactants [OH:1][C:2]1([CH2:8][C:9]2[CH:14]=[CH:13][CH:12]=[CH:11][CH:10]=2)[CH2:7][CH2:6][NH:5][CH2:4][CH2:3]1.Cl[CH2:16][CH2:17][NH:18][C:19]([NH:21][C:22]1[C:31]2[C:26](=[CH:27][CH:28]=[CH:29][CH:30]=2)[N:25]=[C:24]([CH3:32])[CH:23]=1)=[O:20].C([O-])(O)=O.[Na+], predict the reaction product. The product is: [CH2:8]([C:2]1([OH:1])[CH2:7][CH2:6][N:5]([CH2:16][CH2:17][NH:18][C:19]([NH:21][C:22]2[C:31]3[C:26](=[CH:27][CH:28]=[CH:29][CH:30]=3)[N:25]=[C:24]([CH3:32])[CH:23]=2)=[O:20])[CH2:4][CH2:3]1)[C:9]1[CH:14]=[CH:13][CH:12]=[CH:11][CH:10]=1. (7) Given the reactants [C:1]([O:5][C:6](=[O:22])[N:7]([C:15]1[CH:20]=[CH:19][C:18]([Cl:21])=[CH:17][CH:16]=1)[C:8]1[CH:13]=[N:12][CH:11]=[C:10](Cl)[N:9]=1)([CH3:4])([CH3:3])[CH3:2].[Br-].[CH3:24][O:25][C:26]1[N:31]=[C:30]([Zn+])[CH:29]=[CH:28][CH:27]=1, predict the reaction product. The product is: [C:1]([O:5][C:6](=[O:22])[N:7]([C:15]1[CH:20]=[CH:19][C:18]([Cl:21])=[CH:17][CH:16]=1)[C:8]1[CH:13]=[N:12][CH:11]=[C:10]([C:30]2[CH:29]=[CH:28][CH:27]=[C:26]([O:25][CH3:24])[N:31]=2)[N:9]=1)([CH3:4])([CH3:3])[CH3:2]. (8) Given the reactants [I:1][C:2]1[CH:7]=[CH:6][C:5]([OH:8])=[CH:4][CH:3]=1.[H-].[Na+].CC1C=CC(S(O[C@H:22]2[CH2:25][C@@H:24]([N:26]3[CH2:31][CH2:30][CH2:29][CH2:28][CH2:27]3)[CH2:23]2)(=O)=O)=CC=1, predict the reaction product. The product is: [I:1][C:2]1[CH:7]=[CH:6][C:5]([O:8][C@H:22]2[CH2:25][C@H:24]([N:26]3[CH2:31][CH2:30][CH2:29][CH2:28][CH2:27]3)[CH2:23]2)=[CH:4][CH:3]=1.